Task: Predict the product of the given reaction.. Dataset: Forward reaction prediction with 1.9M reactions from USPTO patents (1976-2016) (1) Given the reactants [OH-].[Na+].CCO.[CH3:6][O:7][C:8]1[CH:35]=[CH:34][C:11]([O:12][C:13]2[CH:23]=[CH:22][CH:21]=[C:20]([O:24][C:25]3[CH:30]=[CH:29][C:28]4[O:31][CH2:32][O:33][C:27]=4[CH:26]=3)[C:14]=2[C:15]([O:17]CC)=[O:16])=[CH:10][CH:9]=1, predict the reaction product. The product is: [CH3:6][O:7][C:8]1[CH:9]=[CH:10][C:11]([O:12][C:13]2[CH:23]=[CH:22][CH:21]=[C:20]([O:24][C:25]3[CH:30]=[CH:29][C:28]4[O:31][CH2:32][O:33][C:27]=4[CH:26]=3)[C:14]=2[C:15]([OH:17])=[O:16])=[CH:34][CH:35]=1. (2) Given the reactants [N:1]1([CH2:6][C:7]2[CH:12]=[CH:11][C:10]([CH2:13]O)=[CH:9][C:8]=2[F:15])[CH:5]=[CH:4][CH:3]=[N:2]1.[Cl:16][C:17]1[N:22]=[CH:21][N:20]=[C:19]2[NH:23][N:24]=[CH:25][C:18]=12.C1C=CC(P(C2C=CC=CC=2)C2C=CC=CC=2)=CC=1.N(/C(OC(C)C)=O)=N\C(OC(C)C)=O, predict the reaction product. The product is: [N:1]1([CH2:6][C:7]2[CH:12]=[CH:11][C:10]([CH2:13][N:24]3[CH:25]=[C:18]4[C:19]([N:20]=[CH:21][N:22]=[C:17]4[Cl:16])=[N:23]3)=[CH:9][C:8]=2[F:15])[CH:5]=[CH:4][CH:3]=[N:2]1. (3) Given the reactants [O:1]1[CH2:6][CH2:5][CH2:4][CH2:3][CH:2]1[N:7]1[CH:11]=[C:10](B2OC(C)(C)C(C)(C)O2)[CH:9]=[N:8]1.Br[C:22]1[CH:23]=[C:24]2[C:28](=[CH:29][CH:30]=1)[N:27]([CH2:31][CH:32]1[CH2:37][CH:36]3[N:38]([C:39]([O:41][CH2:42][C:43]4[CH:48]=[CH:47][CH:46]=[CH:45][CH:44]=4)=[O:40])[CH:33]1[CH2:34][CH2:35]3)[CH:26]=[CH:25]2.C([O-])([O-])=O.[Cs+].[Cs+], predict the reaction product. The product is: [O:1]1[CH2:6][CH2:5][CH2:4][CH2:3][CH:2]1[N:7]1[CH:11]=[C:10]([C:22]2[CH:23]=[C:24]3[C:28](=[CH:29][CH:30]=2)[N:27]([CH2:31][CH:32]2[CH2:37][CH:36]4[N:38]([C:39]([O:41][CH2:42][C:43]5[CH:48]=[CH:47][CH:46]=[CH:45][CH:44]=5)=[O:40])[CH:33]2[CH2:34][CH2:35]4)[CH:26]=[CH:25]3)[CH:9]=[N:8]1. (4) The product is: [Br:14][CH2:10][C:9]([C:4]1[C:3]([C:2]([F:1])([F:12])[F:13])=[CH:8][CH:7]=[CH:6][N:5]=1)=[O:11].[BrH:14]. Given the reactants [F:1][C:2]([F:13])([F:12])[C:3]1[C:4]([C:9](=[O:11])[CH3:10])=[N:5][CH:6]=[CH:7][CH:8]=1.[Br:14]Br, predict the reaction product.